Dataset: Catalyst prediction with 721,799 reactions and 888 catalyst types from USPTO. Task: Predict which catalyst facilitates the given reaction. Reactant: [CH3:1][C:2]1[NH:3][CH:4]=[CH:5][C:6]=1[C:7]([O:9][CH2:10][CH3:11])=[O:8].[H-].[Na+].[CH:14]([Si:17]([CH:22]([CH3:24])[CH3:23])([CH:19]([CH3:21])[CH3:20])Cl)([CH3:16])[CH3:15]. The catalyst class is: 7. Product: [CH3:1][C:2]1[N:3]([Si:17]([CH:22]([CH3:24])[CH3:23])([CH:19]([CH3:21])[CH3:20])[CH:14]([CH3:16])[CH3:15])[CH:4]=[CH:5][C:6]=1[C:7]([O:9][CH2:10][CH3:11])=[O:8].